From a dataset of Reaction yield outcomes from USPTO patents with 853,638 reactions. Predict the reaction yield, written as a fraction of the theoretical maximum amount of product (1.0 means a 100% yield; for example, 0.34 means a 34% yield). (1) The reactants are [CH2:1]([O:8][N:9]1[C:15](=[O:16])[N:14]2[CH2:17][C@H:10]1[CH2:11][CH2:12][C@H:13]2[C:18]([OH:20])=O)[C:2]1[CH:7]=[CH:6][CH:5]=[CH:4][CH:3]=1.[NH2:21][O:22][CH2:23][C:24]1[C:32]2[CH:31]3[CH2:33][CH:28]([CH2:29][CH2:30]3)[C:27]=2[N:26]([CH3:34])[N:25]=1.ON1C2C=CC=CC=2N=N1.Cl.C(N=C=NCCCN(C)C)C. The catalyst is C(Cl)Cl. The product is [CH2:1]([O:8][N:9]1[C:15](=[O:16])[N:14]2[CH2:17][C@H:10]1[CH2:11][CH2:12][C@H:13]2[C:18]([NH:21][O:22][CH2:23][C:24]1[C:32]2[CH:31]3[CH2:33][CH:28]([CH2:29][CH2:30]3)[C:27]=2[N:26]([CH3:34])[N:25]=1)=[O:20])[C:2]1[CH:3]=[CH:4][CH:5]=[CH:6][CH:7]=1. The yield is 0.830. (2) The reactants are [NH:1]1[CH2:6][CH2:5][NH:4][CH2:3][C:2]1=[O:7].C[O:9][C:10]([C:12]1[C:16]([NH:17][C:18]([C:20]2[C:25]([NH:26][C:27]3[CH:28]=[N:29][CH:30]=[N:31][CH:32]=3)=[CH:24][CH:23]=[C:22]([CH:33]3[CH2:35][CH2:34]3)[N:21]=2)=[O:19])=[CH:15][N:14]([CH3:36])[N:13]=1)=O. No catalyst specified. The product is [CH3:36][N:14]1[CH:15]=[C:16]([NH:17][C:18]([C:20]2[C:25]([NH:26][C:27]3[CH:32]=[N:31][CH:30]=[N:29][CH:28]=3)=[CH:24][CH:23]=[C:22]([CH:33]3[CH2:34][CH2:35]3)[N:21]=2)=[O:19])[C:12]([C:10]([N:4]2[CH2:5][CH2:6][NH:1][C:2](=[O:7])[CH2:3]2)=[O:9])=[N:13]1. The yield is 0.120.